From a dataset of Forward reaction prediction with 1.9M reactions from USPTO patents (1976-2016). Predict the product of the given reaction. (1) Given the reactants [CH3:1][NH:2][CH3:3].[CH2:4]=O.[CH3:6][C:7]1[CH:15]=[CH:14][CH:13]=[C:12]2[C:8]=1[CH:9]=[CH:10][NH:11]2.[OH-].[Na+], predict the reaction product. The product is: [CH3:1][N:2]([CH3:4])[CH2:3][C:9]1[C:8]2[C:12](=[CH:13][CH:14]=[CH:15][C:7]=2[CH3:6])[NH:11][CH:10]=1. (2) Given the reactants [NH:1]1[CH2:6][CH2:5][O:4][CH2:3][CH2:2]1.F[C:8]1[CH:13]=[CH:12][C:11]([N+:14]([O-:16])=[O:15])=[CH:10][CH:9]=1.O, predict the reaction product. The product is: [N+:14]([C:11]1[CH:12]=[CH:13][C:8]([N:1]2[CH2:6][CH2:5][O:4][CH2:3][CH2:2]2)=[CH:9][CH:10]=1)([O-:16])=[O:15]. (3) Given the reactants [NH2:1][C:2]1[N:7]=[CH:6][C:5]([C:8]2[CH:9]=[C:10]([CH:14]=[CH:15][CH:16]=2)[C:11]([OH:13])=O)=[CH:4][C:3]=1[C:17](=[O:25])[NH:18][C:19]1[CH:24]=[CH:23][N:22]=[CH:21][CH:20]=1.[CH3:26][O:27][CH2:28][CH2:29][NH:30][CH3:31], predict the reaction product. The product is: [NH2:1][C:2]1[N:7]=[CH:6][C:5]([C:8]2[CH:16]=[CH:15][CH:14]=[C:10]([C:11](=[O:13])[N:30]([CH2:29][CH2:28][O:27][CH3:26])[CH3:31])[CH:9]=2)=[CH:4][C:3]=1[C:17]([NH:18][C:19]1[CH:20]=[CH:21][N:22]=[CH:23][CH:24]=1)=[O:25].